From a dataset of Peptide-MHC class II binding affinity with 134,281 pairs from IEDB. Regression. Given a peptide amino acid sequence and an MHC pseudo amino acid sequence, predict their binding affinity value. This is MHC class II binding data. (1) The peptide sequence is HENHGLKTRQEKWMT. The MHC is DRB1_0901 with pseudo-sequence DRB1_0901. The binding affinity (normalized) is 0.327. (2) The peptide sequence is DVKFPGDGQIVGGVY. The MHC is HLA-DQA10501-DQB10301 with pseudo-sequence HLA-DQA10501-DQB10301. The binding affinity (normalized) is 0.512. (3) The peptide sequence is YFNLIDTKCYKLE. The MHC is DRB1_0301 with pseudo-sequence DRB1_0301. The binding affinity (normalized) is 0.345. (4) The peptide sequence is TRILTIPQSLDSWWTSLNF. The MHC is HLA-DQA10101-DQB10501 with pseudo-sequence HLA-DQA10101-DQB10501. The binding affinity (normalized) is 0.388. (5) The peptide sequence is AGSLQGQWRGAAGTA. The MHC is DRB3_0202 with pseudo-sequence DRB3_0202. The binding affinity (normalized) is 0.0666. (6) The peptide sequence is GITDRDFIEGVHGGT. The MHC is DRB1_1501 with pseudo-sequence DRB1_1501. The binding affinity (normalized) is 0. (7) The peptide sequence is LRDDQRKVFRELVRN. The MHC is HLA-DQA10201-DQB10303 with pseudo-sequence HLA-DQA10201-DQB10303. The binding affinity (normalized) is 0. (8) The binding affinity (normalized) is 0. The MHC is HLA-DQA10103-DQB10603 with pseudo-sequence HLA-DQA10103-DQB10603. The peptide sequence is GDNACKRTYSDRGWG. (9) The peptide sequence is ATAANAAPANDKFTV. The MHC is DRB1_0401 with pseudo-sequence DRB1_0401. The binding affinity (normalized) is 0.